Dataset: Forward reaction prediction with 1.9M reactions from USPTO patents (1976-2016). Task: Predict the product of the given reaction. (1) The product is: [Br:1][C:2]1[CH:10]=[C:9]2[C:5]([C:6]([CH3:13])([CH3:12])[C:7](=[O:11])[N:8]2[CH2:10][CH2:2][CH2:3][CH2:4][O:18][CH3:17])=[CH:4][CH:3]=1. Given the reactants [Br:1][C:2]1[CH:10]=[C:9]2[C:5]([C:6]([CH3:13])([CH3:12])[C:7](=[O:11])[NH:8]2)=[CH:4][CH:3]=1.CN([CH:17]=[O:18])C.[H-].[Na+].[I-].[K+], predict the reaction product. (2) Given the reactants [CH3:1][CH:2]([CH3:15])[CH2:3][CH2:4][NH:5][C:6]([C:8]1[N:9]=[N:10][C:11](Cl)=[CH:12][CH:13]=1)=[O:7].[NH:16]1[CH2:21][CH2:20][NH:19][CH2:18][CH2:17]1, predict the reaction product. The product is: [CH3:1][CH:2]([CH3:15])[CH2:3][CH2:4][NH:5][C:6]([C:8]1[N:9]=[N:10][C:11]([N:16]2[CH2:21][CH2:20][NH:19][CH2:18][CH2:17]2)=[CH:12][CH:13]=1)=[O:7]. (3) The product is: [OH:4][C@@H:5]([CH:7]1[CH2:8][CH2:9][N:10]([C:18]([O:17][C:14]([CH3:16])([CH3:15])[CH3:13])=[O:19])[CH2:11][CH2:12]1)[CH3:6]. Given the reactants C([O:4][C@@H:5]([CH:7]1[CH2:12][CH2:11][NH:10][CH2:9][CH2:8]1)[CH3:6])(=O)C.[CH3:13][C:14]([O:17][C:18](O[C:18]([O:17][C:14]([CH3:16])([CH3:15])[CH3:13])=[O:19])=[O:19])([CH3:16])[CH3:15].C(N(CC)CC)C, predict the reaction product.